From a dataset of Reaction yield outcomes from USPTO patents with 853,638 reactions. Predict the reaction yield, written as a fraction of the theoretical maximum amount of product (1.0 means a 100% yield; for example, 0.34 means a 34% yield). (1) The reactants are [NH2:1][C:2]1[CH:3]=[C:4]2[C:9](=[CH:10][CH:11]=1)[CH:8]=[C:7]([S:12]([OH:15])(=[O:14])=[O:13])[CH:6]=[CH:5]2.[C:16](O)(=[O:18])[CH3:17].[N:20]1[CH:25]=[CH:24][CH:23]=[CH:22][CH:21]=1. The catalyst is C(OCC)C. The product is [C:16]([NH:1][C:2]1[CH:3]=[C:4]2[C:9](=[CH:10][CH:11]=1)[CH:8]=[C:7]([S:12]([O-:15])(=[O:13])=[O:14])[CH:6]=[CH:5]2)(=[O:18])[CH3:17].[NH+:20]1[CH:25]=[CH:24][CH:23]=[CH:22][CH:21]=1. The yield is 0.960. (2) The reactants are [NH2:1][C:2]1[CH:10]=[C:9]([O:11][CH3:12])[CH:8]=[C:7]([O:13][CH3:14])[C:3]=1[C:4]([NH2:6])=[O:5].[CH3:15][O:16][C:17]1[CH:24]=[CH:23][C:20]([CH:21]=O)=[CH:19][CH:18]=1.COC1C=C(OC)C=C2C=1C(=O)NC(C1C=CC=CN=1)=N2. No catalyst specified. The product is [CH3:14][O:13][C:7]1[CH:8]=[C:9]([O:11][CH3:12])[CH:10]=[C:2]2[C:3]=1[C:4](=[O:5])[NH:6][C:21]([C:20]1[CH:23]=[CH:24][C:17]([O:16][CH3:15])=[CH:18][CH:19]=1)=[N:1]2. The yield is 0.440. (3) The reactants are [CH:1]1([C:5]2[N:6]=[C:7]([C:10](Cl)=[O:11])[S:8][CH:9]=2)[CH2:4][CH2:3][CH2:2]1.[C:13]([C:16]1[C:21]([NH:22]C(C2SC=C(C3CC3)N=2)=O)=[C:20]([Cl:33])[C:19]([O:34][CH3:35])=[CH:18][CH:17]=1)(=[O:15])[CH3:14]. No catalyst specified. The product is [C:13]([C:16]1[C:21]([NH:22][C:10]([C:7]2[S:8][CH:9]=[C:5]([CH:1]3[CH2:4][CH2:3][CH2:2]3)[N:6]=2)=[O:11])=[C:20]([Cl:33])[C:19]([O:34][CH3:35])=[CH:18][CH:17]=1)(=[O:15])[CH3:14]. The yield is 0.700. (4) The reactants are C(O)(C)(C)C.[N+:6]([CH3:9])([O-:8])=[O:7].[F:10][C:11]([F:21])([F:20])[C:12]1[CH:19]=[CH:18][C:15]([CH:16]=[O:17])=[CH:14][N:13]=1.CC(C)([O-])C.[K+]. The catalyst is C1COCC1. The product is [N+:6]([CH2:9][CH:16]([C:15]1[CH:14]=[N:13][C:12]([C:11]([F:21])([F:10])[F:20])=[CH:19][CH:18]=1)[OH:17])([O-:8])=[O:7]. The yield is 0.640. (5) The product is [NH:1]1[C:8]([C:10]2[CH:11]=[C:12]([C:16]3[CH:17]=[CH:18][C:19]4[O:23][C:22]([C:24]5[CH:29]=[CH:28][C:27]([F:30])=[CH:26][CH:25]=5)=[C:21]([C:31]([NH:33][CH3:34])=[O:32])[C:20]=4[CH:35]=3)[CH:13]=[CH:14][CH:15]=2)=[N:9][N:3]=[N:2]1. The yield is 0.820. The reactants are [N:1]([Si](C)(C)C)=[N+:2]=[N-:3].[C:8]([C:10]1[CH:11]=[C:12]([C:16]2[CH:17]=[CH:18][C:19]3[O:23][C:22]([C:24]4[CH:29]=[CH:28][C:27]([F:30])=[CH:26][CH:25]=4)=[C:21]([C:31]([NH:33][CH3:34])=[O:32])[C:20]=3[CH:35]=2)[CH:13]=[CH:14][CH:15]=1)#[N:9].C([Sn](CCCC)=O)CCC. The catalyst is C1(C)C=CC=CC=1. (6) The reactants are [N+]([C:4]1[CH:9]=[C:8]([N+:10]([O-])=O)[C:7]([C:13]([F:16])([F:15])[F:14])=[CH:6][C:5]=1/[CH:17]=[CH:18]/[N:19](C)C)([O-])=O. The catalyst is [Ni].C(O)C. The product is [F:16][C:13]([F:14])([F:15])[C:7]1[CH:6]=[C:5]2[C:4](=[CH:9][C:8]=1[NH2:10])[NH:19][CH:18]=[CH:17]2. The yield is 0.140. (7) The reactants are [F:1][C:2]1[CH:7]=[C:6]([C:8]([CH3:10])=[CH2:9])[CH:5]=[CH:4][C:3]=1[C@@H:11]([NH2:13])[CH3:12].CN1C(=O)CCC1.[C:21](O[C:21]([O:23][C:24]([CH3:27])([CH3:26])[CH3:25])=[O:22])([O:23][C:24]([CH3:27])([CH3:26])[CH3:25])=[O:22].CCOC(C)=O. The catalyst is O. The product is [F:1][C:2]1[CH:7]=[C:6]([C:8]([CH3:10])=[CH2:9])[CH:5]=[CH:4][C:3]=1[C@@H:11]([NH:13][C:21](=[O:22])[O:23][C:24]([CH3:27])([CH3:26])[CH3:25])[CH3:12]. The yield is 1.33. (8) The reactants are [CH:1]1([C:7]2[CH:12]=[CH:11][C:10]([C:13]3[NH:17][CH:16]=[C:15]([C:18](OC)=[O:19])[CH:14]=3)=[CH:9][CH:8]=2)[CH2:6][CH2:5][CH2:4][CH2:3][CH2:2]1.[H-].C([Al+]CC(C)C)C(C)C.Cl. The catalyst is O1CCCC1.C1(C)C=CC=CC=1.C(OCC)(=O)C. The product is [CH:1]1([C:7]2[CH:12]=[CH:11][C:10]([C:13]3[NH:17][CH:16]=[C:15]([CH2:18][OH:19])[CH:14]=3)=[CH:9][CH:8]=2)[CH2:2][CH2:3][CH2:4][CH2:5][CH2:6]1. The yield is 0.400. (9) The reactants are F[C:2]1[CH:8]=[CH:7][C:5]([NH2:6])=[CH:4][CH:3]=1.C[Al](C)C.[CH3:13][S:14]([C:17]1[CH:24]=[CH:23][C:20]([C:21]#[N:22])=[CH:19][CH:18]=1)(=[O:16])=[O:15].C(Cl)[Cl:26]. The catalyst is C1(C)C=CC=CC=1.C(Cl)(Cl)Cl. The product is [CH3:13][S:14]([C:17]1[CH:24]=[CH:23][C:20]([C:21](=[NH:22])[NH:6][C:5]2[CH:7]=[CH:8][C:2]([Cl:26])=[CH:3][CH:4]=2)=[CH:19][CH:18]=1)(=[O:15])=[O:16]. The yield is 0.350. (10) The reactants are [F:1][C:2]1[CH:7]=[CH:6][C:5]([C:8]2[O:9][C:10]3[CH:20]=[CH:19][C:18]([C:21]4[CH:22]=[C:23]([CH:27]=[CH:28][CH:29]=4)[C:24](O)=[O:25])=[CH:17][C:11]=3[C:12]=2[C:13](=[O:16])[NH:14][CH3:15])=[CH:4][CH:3]=1.CC1C=CC(S(O)(=O)=O)=CC=1.[NH2:41][C@:42]1([C:47]([NH:49][S:50]([CH:53]2[CH2:55][CH2:54]2)(=[O:52])=[O:51])=[O:48])[CH2:44][C@H:43]1[CH:45]=[CH2:46].CN(C(ON1N=NC2C=CC=NC1=2)=[N+](C)C)C.F[P-](F)(F)(F)(F)F.CCN(C(C)C)C(C)C. The catalyst is CO.CN(C=O)C. The product is [CH:53]1([S:50]([NH:49][C:47]([C@@:42]2([NH:41][C:24]([C:23]3[CH:22]=[C:21]([C:18]4[CH:19]=[CH:20][C:10]5[O:9][C:8]([C:5]6[CH:6]=[CH:7][C:2]([F:1])=[CH:3][CH:4]=6)=[C:12]([C:13]([NH:14][CH3:15])=[O:16])[C:11]=5[CH:17]=4)[CH:29]=[CH:28][CH:27]=3)=[O:25])[CH2:44][C@H:43]2[CH:45]=[CH2:46])=[O:48])(=[O:52])=[O:51])[CH2:55][CH2:54]1. The yield is 0.540.